Dataset: Peptide-MHC class I binding affinity with 185,985 pairs from IEDB/IMGT. Task: Regression. Given a peptide amino acid sequence and an MHC pseudo amino acid sequence, predict their binding affinity value. This is MHC class I binding data. (1) The peptide sequence is EEIRRIWRQ. The MHC is HLA-B57:01 with pseudo-sequence HLA-B57:01. The binding affinity (normalized) is 0.0847. (2) The peptide sequence is SRIGAWASK. The MHC is HLA-A69:01 with pseudo-sequence HLA-A69:01. The binding affinity (normalized) is 0.0847. (3) The peptide sequence is VAIQAVLSL. The MHC is H-2-Kb with pseudo-sequence H-2-Kb. The binding affinity (normalized) is 0.201. (4) The peptide sequence is KVDWNQFTY. The MHC is HLA-A01:01 with pseudo-sequence HLA-A01:01. The binding affinity (normalized) is 0.936. (5) The peptide sequence is KVMVICYAY. The MHC is HLA-A26:02 with pseudo-sequence HLA-A26:02. The binding affinity (normalized) is 0.0847. (6) The peptide sequence is GQFNRYAAM. The MHC is HLA-A01:01 with pseudo-sequence HLA-A01:01. The binding affinity (normalized) is 0.0847. (7) The peptide sequence is TVLDHILQK. The MHC is HLA-A69:01 with pseudo-sequence HLA-A69:01. The binding affinity (normalized) is 0.0847.